The task is: Predict the reactants needed to synthesize the given product.. This data is from Full USPTO retrosynthesis dataset with 1.9M reactions from patents (1976-2016). (1) The reactants are: [Cl:1][C:2]1[CH:7]=[C:6]([F:8])[CH:5]=[CH:4][C:3]=1[C:9]1[S:13][C:12]([C:14]([N:16]2[CH2:21][CH2:20][C:19]([C:25]3[CH:30]=[CH:29][CH:28]=[CH:27][CH:26]=3)([C:22]([NH2:24])=[O:23])[CH2:18][CH2:17]2)=[O:15])=[CH:11][C:10]=1[C:31]1[CH:36]=[CH:35][C:34]([O:37][CH2:38][CH2:39][CH2:40][O:41]C2CCCCO2)=[CH:33][CH:32]=1.Cl. Given the product [Cl:1][C:2]1[CH:7]=[C:6]([F:8])[CH:5]=[CH:4][C:3]=1[C:9]1[S:13][C:12]([C:14]([N:16]2[CH2:17][CH2:18][C:19]([C:25]3[CH:30]=[CH:29][CH:28]=[CH:27][CH:26]=3)([C:22]([NH2:24])=[O:23])[CH2:20][CH2:21]2)=[O:15])=[CH:11][C:10]=1[C:31]1[CH:36]=[CH:35][C:34]([O:37][CH2:38][CH2:39][CH2:40][OH:41])=[CH:33][CH:32]=1, predict the reactants needed to synthesize it. (2) Given the product [CH3:8][O:9][C:10]1[CH:19]=[C:18]([O:20][CH3:21])[CH:17]=[C:16]2[C:11]=1[C:12](=[O:46])[NH:13][C:14]([C:22]1[CH:27]=[CH:26][C:25]([O:28][CH3:29])=[CH:24][C:23]=1[NH:30][CH2:31][CH2:32][N:33]1[CH2:38][CH2:37][NH:36][CH2:35][CH2:34]1)=[N:15]2, predict the reactants needed to synthesize it. The reactants are: FC(F)(F)C(O)=O.[CH3:8][O:9][C:10]1[CH:19]=[C:18]([O:20][CH3:21])[CH:17]=[C:16]2[C:11]=1[C:12](=[O:46])[NH:13][C:14]([C:22]1[CH:27]=[CH:26][C:25]([O:28][CH3:29])=[CH:24][C:23]=1[NH:30][CH2:31][CH2:32][N:33]1[CH2:38][CH2:37][N:36](C(OC(C)(C)C)=O)[CH2:35][CH2:34]1)=[N:15]2.